Dataset: Reaction yield outcomes from USPTO patents with 853,638 reactions. Task: Predict the reaction yield, written as a fraction of the theoretical maximum amount of product (1.0 means a 100% yield; for example, 0.34 means a 34% yield). (1) The reactants are [O:1]1[C:5]2[CH:6]=[CH:7][C:8]([C:10]3([C:13]([OH:15])=O)[CH2:12][CH2:11]3)=[CH:9][C:4]=2[O:3][CH2:2]1.CN(C(ON1N=NC2C=CC=CC1=2)=[N+](C)C)C.F[P-](F)(F)(F)(F)F.CCN(CC)CC.[NH2:47][C:48]1[CH:49]=[C:50]2[C:54](=[CH:55][CH:56]=1)[NH:53][C:52]([CH:57]([CH3:63])[C:58]([O:60][CH2:61][CH3:62])=[O:59])=[CH:51]2. The catalyst is C(#N)C. The product is [O:1]1[C:5]2[CH:6]=[CH:7][C:8]([C:10]3([C:13]([NH:47][C:48]4[CH:49]=[C:50]5[C:54](=[CH:55][CH:56]=4)[NH:53][C:52]([CH:57]([CH3:63])[C:58]([O:60][CH2:61][CH3:62])=[O:59])=[CH:51]5)=[O:15])[CH2:11][CH2:12]3)=[CH:9][C:4]=2[O:3][CH2:2]1. The yield is 0.500. (2) The reactants are [OH:1][C:2]1[C:11]2[CH2:10][CH2:9][CH2:8][C:7](=[O:12])[C:6]=2[CH:5]=[C:4]([O:13][S:14]([C:17]([F:20])([F:19])[F:18])(=[O:16])=[O:15])[CH:3]=1.C(=O)([O-])[O-].[Cs+].[Cs+].Br[CH2:28][C:29]([O:31][C:32]([CH3:35])([CH3:34])[CH3:33])=[O:30]. The catalyst is C(#N)C. The product is [C:32]([O:31][C:29](=[O:30])[CH2:28][O:1][C:2]1[C:11]2[CH2:10][CH2:9][CH2:8][C:7](=[O:12])[C:6]=2[CH:5]=[C:4]([O:13][S:14]([C:17]([F:20])([F:18])[F:19])(=[O:16])=[O:15])[CH:3]=1)([CH3:35])([CH3:34])[CH3:33]. The yield is 0.590. (3) The reactants are [F-].C([N+](CCCC)(CCCC)CCCC)CCC.[F:19][C:20]1[CH:21]=[C:22]([CH:25]=[CH:26][C:27]=1[F:28])[CH:23]=[O:24].[F:29][C:30]([Si](C)(C)C)([F:32])[F:31].Cl. The catalyst is C1COCC1. The product is [F:19][C:20]1[CH:21]=[C:22]([CH:23]([OH:24])[C:30]([F:32])([F:31])[F:29])[CH:25]=[CH:26][C:27]=1[F:28]. The yield is 0.900. (4) The reactants are FC(F)(F)S(O[C:7]1[CH:8]=[CH:9][C:10]2[O:14][C:13]([C:15]3[CH:20]=[CH:19][C:18]([F:21])=[CH:17][CH:16]=3)=[C:12]([C:22](=[O:25])[NH:23][CH3:24])[C:11]=2[CH:26]=1)(=O)=O.O1CCOCC1.B([C:38]1[CH:39]=[CH:40][C:41]([Cl:47])=[C:42]([CH:46]=1)[C:43]([OH:45])=[O:44])(O)O.C(=O)([O-])[O-].[Cs+].[Cs+]. The catalyst is Cl.C1C=CC([P]([Pd]([P](C2C=CC=CC=2)(C2C=CC=CC=2)C2C=CC=CC=2)([P](C2C=CC=CC=2)(C2C=CC=CC=2)C2C=CC=CC=2)[P](C2C=CC=CC=2)(C2C=CC=CC=2)C2C=CC=CC=2)(C2C=CC=CC=2)C2C=CC=CC=2)=CC=1.O. The product is [Cl:47][C:41]1[CH:40]=[CH:39][C:38]([C:7]2[CH:8]=[CH:9][C:10]3[O:14][C:13]([C:15]4[CH:20]=[CH:19][C:18]([F:21])=[CH:17][CH:16]=4)=[C:12]([C:22](=[O:25])[NH:23][CH3:24])[C:11]=3[CH:26]=2)=[CH:46][C:42]=1[C:43]([OH:45])=[O:44]. The yield is 1.00. (5) The reactants are [Br:1][C:2]1[CH:3]=[C:4]([OH:8])[CH:5]=[CH:6][CH:7]=1.[OH-].[K+].CS(C)=O.[Br:15][C:16]([F:22])([F:21])[C:17]([F:20])([F:19])Br. The catalyst is C1(C)C(C)=CC=CC=1. The product is [Br:15][C:16]([F:22])([F:21])[C:17]([F:20])([F:19])[O:8][C:4]1[CH:3]=[C:2]([Br:1])[CH:7]=[CH:6][CH:5]=1. The yield is 0.720. (6) The reactants are [CH:1]1([CH2:4][O:5][C:6]2[C:7]([OH:24])=[C:8]([C:14]3[CH:15]=[C:16]4[C:20](=[CH:21][CH:22]=3)[C:19](=[O:23])[O:18][CH2:17]4)[CH:9]=[CH:10][C:11]=2[O:12][CH3:13])[CH2:3][CH2:2]1.C(=O)([O-])[O-].[K+].[K+].Br[CH2:32][C:33]1([CH2:37][O:38][CH3:39])[CH2:36][O:35][CH2:34]1. The catalyst is C(#N)C. The product is [CH:1]1([CH2:4][O:5][C:6]2[C:7]([O:24][CH2:32][C:33]3([CH2:37][O:38][CH3:39])[CH2:36][O:35][CH2:34]3)=[C:8]([C:14]3[CH:15]=[C:16]4[C:20](=[CH:21][CH:22]=3)[C:19](=[O:23])[O:18][CH2:17]4)[CH:9]=[CH:10][C:11]=2[O:12][CH3:13])[CH2:3][CH2:2]1. The yield is 0.280. (7) The reactants are [CH3:1][O:2][C:3]1[CH:8]=[C:7]([O:9][C:10]2[CH:15]=[CH:14][C:13]([NH:16][C:17](=O)[CH2:18][O:19][C:20]3[CH:21]=[C:22]([CH:27]=[CH:28][CH:29]=3)[C:23]([O:25][CH3:26])=[O:24])=[C:12]([NH:31][CH3:32])[CH:11]=2)[CH:6]=[CH:5][N:4]=1. The catalyst is C(O)(=O)C. The product is [CH3:1][O:2][C:3]1[CH:8]=[C:7]([O:9][C:10]2[CH:15]=[CH:14][C:13]3[N:16]=[C:17]([CH2:18][O:19][C:20]4[CH:21]=[C:22]([CH:27]=[CH:28][CH:29]=4)[C:23]([O:25][CH3:26])=[O:24])[N:31]([CH3:32])[C:12]=3[CH:11]=2)[CH:6]=[CH:5][N:4]=1. The yield is 0.720.